Dataset: Full USPTO retrosynthesis dataset with 1.9M reactions from patents (1976-2016). Task: Predict the reactants needed to synthesize the given product. Given the product [F:30][C:27]([F:28])([F:29])[C:25]1[CH:24]=[C:23]([C:31]2[CH:32]=[CH:33][C:34]([C:37]([F:40])([F:39])[F:38])=[CH:35][CH:36]=2)[N:22]=[C:21]([C:19]2[CH:18]=[CH:17][N:16]=[C:15]([C:11]3[CH:10]=[C:9]([S:6]([NH2:5])(=[O:8])=[O:7])[CH:14]=[CH:13][CH:12]=3)[CH:20]=2)[N:26]=1, predict the reactants needed to synthesize it. The reactants are: C([NH:5][S:6]([C:9]1[CH:14]=[CH:13][CH:12]=[C:11]([C:15]2[CH:20]=[C:19]([C:21]3[N:26]=[C:25]([C:27]([F:30])([F:29])[F:28])[CH:24]=[C:23]([C:31]4[CH:36]=[CH:35][C:34]([C:37]([F:40])([F:39])[F:38])=[CH:33][CH:32]=4)[N:22]=3)[CH:18]=[CH:17][N:16]=2)[CH:10]=1)(=[O:8])=[O:7])(C)(C)C.C(O)(C(F)(F)F)=O.